This data is from CYP3A4 inhibition data for predicting drug metabolism from PubChem BioAssay. The task is: Regression/Classification. Given a drug SMILES string, predict its absorption, distribution, metabolism, or excretion properties. Task type varies by dataset: regression for continuous measurements (e.g., permeability, clearance, half-life) or binary classification for categorical outcomes (e.g., BBB penetration, CYP inhibition). Dataset: cyp3a4_veith. The molecule is Cc1cccc(Sc2c([N+](=O)[O-])ncn2C)n1. The result is 0 (non-inhibitor).